This data is from KCNQ2 potassium channel screen with 302,405 compounds. The task is: Binary Classification. Given a drug SMILES string, predict its activity (active/inactive) in a high-throughput screening assay against a specified biological target. (1) The compound is Clc1c(OCC(=O)N2C(CCCC2C)C)ccc([N+]([O-])=O)c1. The result is 0 (inactive). (2) The molecule is Clc1c(N2CCCCC2)cc2n(c(nc2c1)C1N(CCC1)c1scc(n1)c1ccc(F)cc1)CCCO. The result is 1 (active). (3) The molecule is s1c(=O)n(CC(OCC(=O)c2c(OC)cccc2)=O)c(c1)C. The result is 0 (inactive).